Dataset: Catalyst prediction with 721,799 reactions and 888 catalyst types from USPTO. Task: Predict which catalyst facilitates the given reaction. Reactant: [CH3:1][C:2]([S:11][C:12]1[CH:17]=[CH:16][C:15]([CH2:18][NH:19][CH2:20][C:21]2[S:22][CH:23]=[CH:24][N:25]=2)=[CH:14][CH:13]=1)([CH3:10])[C:3]([O:5][C:6]([CH3:9])([CH3:8])[CH3:7])=[O:4].CCN(C(C)C)C(C)C.[Cl:35][C:36]1[CH:41]=[C:40](Cl)[N:39]=[CH:38][N:37]=1. Product: [Cl:35][C:36]1[N:37]=[CH:38][N:39]=[C:40]([N:19]([CH2:18][C:15]2[CH:14]=[CH:13][C:12]([S:11][C:2]([CH3:1])([CH3:10])[C:3]([O:5][C:6]([CH3:7])([CH3:8])[CH3:9])=[O:4])=[CH:17][CH:16]=2)[CH2:20][C:21]2[S:22][CH:23]=[CH:24][N:25]=2)[CH:41]=1. The catalyst class is: 41.